This data is from Retrosynthesis with 50K atom-mapped reactions and 10 reaction types from USPTO. The task is: Predict the reactants needed to synthesize the given product. (1) Given the product CC(CSC(c1ccccc1)(c1ccccc1)c1ccccc1)C(=O)N1CCC[C@H]1C(=O)O, predict the reactants needed to synthesize it. The reactants are: CC(CSC(c1ccccc1)(c1ccccc1)c1ccccc1)C(=O)O.O=C(O)[C@@H]1CCCN1. (2) Given the product Fc1cc(C(F)(F)F)cc(C(Cc2ccccc2)(Nc2nc3ccccc3[nH]2)c2ccc(Cl)cn2)c1, predict the reactants needed to synthesize it. The reactants are: Fc1cc(C(F)(F)F)cc(C(Cc2ccccc2)(N=C=S)c2ccc(Cl)cn2)c1.Nc1ccccc1N. (3) Given the product C[C@]12Cc3cnn(-c4ccc(F)cc4)c3C=C1CC[C@H]1C2=CC[C@@H](C(F)(F)F)[C@@H]1C(=O)O, predict the reactants needed to synthesize it. The reactants are: CCOC(=O)[C@@H]1[C@H]2CCC3=Cc4c(cnn4-c4ccc(F)cc4)C[C@]3(C)C2=CC[C@H]1C(F)(F)F. (4) Given the product CN1CCN(CCCNC(=O)c2ncc(-c3cc4nccc(Cl)c4s3)n2C)CC1, predict the reactants needed to synthesize it. The reactants are: CN1CCN(CCCN)CC1.COC(=O)c1ncc(-c2cc3nccc(Cl)c3s2)n1C.